This data is from Catalyst prediction with 721,799 reactions and 888 catalyst types from USPTO. The task is: Predict which catalyst facilitates the given reaction. (1) Reactant: CCN(S(F)(F)[F:7])CC.[C:10]([O:14][C:15]([N:17]1[CH2:21][CH2:20][C:19]([C:23]2[CH:24]=[N:25][CH:26]=[C:27]([Br:29])[CH:28]=2)(O)[CH2:18]1)=[O:16])([CH3:13])([CH3:12])[CH3:11].C([O-])(O)=O.[Na+]. Product: [C:10]([O:14][C:15]([N:17]1[CH2:21][CH2:20][C:19]([C:23]2[CH:24]=[N:25][CH:26]=[C:27]([Br:29])[CH:28]=2)([F:7])[CH2:18]1)=[O:16])([CH3:13])([CH3:12])[CH3:11]. The catalyst class is: 2. (2) Reactant: [CH3:1][C:2]1[CH:3]=[CH:4][C:5]2[N:6]([C:8]([CH2:18][NH2:19])=[C:9]([C:11]3[CH:16]=[CH:15][C:14]([CH3:17])=[CH:13][CH:12]=3)[N:10]=2)[CH:7]=1.[C:20]1([CH3:30])[CH:25]=[CH:24][C:23]([O:26][C:27](Cl)=[O:28])=[CH:22][CH:21]=1. Product: [C:20]1([CH3:30])[CH:25]=[CH:24][C:23]([O:26][C:27](=[O:28])[NH:19][CH2:18][C:8]2[N:6]3[CH:7]=[C:2]([CH3:1])[CH:3]=[CH:4][C:5]3=[N:10][C:9]=2[C:11]2[CH:16]=[CH:15][C:14]([CH3:17])=[CH:13][CH:12]=2)=[CH:22][CH:21]=1. The catalyst class is: 17.